This data is from Full USPTO retrosynthesis dataset with 1.9M reactions from patents (1976-2016). The task is: Predict the reactants needed to synthesize the given product. (1) Given the product [CH2:1]([O:8][C:9]([N:11]([CH2:41][CH3:42])[C@@H:12]1[C@@H:17]([C:18]2[CH:23]=[CH:22][CH:21]=[C:20]([O:24][CH2:25][C:26]3[CH:27]=[CH:28][CH:29]=[CH:30][CH:31]=3)[CH:19]=2)[CH2:16][CH2:15][N:14]([C:32]([O:34][C:35]([CH3:38])([CH3:37])[CH3:36])=[O:33])[CH2:13]1)=[O:10])[C:2]1[CH:7]=[CH:6][CH:5]=[CH:4][CH:3]=1, predict the reactants needed to synthesize it. The reactants are: [CH2:1]([O:8][C:9]([NH:11][C@@H:12]1[C@@H:17]([C:18]2[CH:23]=[CH:22][CH:21]=[C:20]([O:24][CH2:25][C:26]3[CH:31]=[CH:30][CH:29]=[CH:28][CH:27]=3)[CH:19]=2)[CH2:16][CH2:15][N:14]([C:32]([O:34][C:35]([CH3:38])([CH3:37])[CH3:36])=[O:33])[CH2:13]1)=[O:10])[C:2]1[CH:7]=[CH:6][CH:5]=[CH:4][CH:3]=1.[H-].[Na+].[CH2:41](I)[CH3:42].[Cl-].[NH4+]. (2) Given the product [Br:1][C:2]1[CH:7]=[C:6]([C:8]([F:17])([C:9]([F:10])([F:11])[F:12])[C:13]([F:15])([F:16])[F:14])[CH:5]=[C:4]([Br:18])[C:3]=1[N:19]([CH3:36])[C:20](=[O:32])[C:21]1[CH:26]=[CH:25][CH:24]=[C:23]([N+:27]([O-:29])=[O:28])[C:22]=1[O:30][CH3:31], predict the reactants needed to synthesize it. The reactants are: [Br:1][C:2]1[CH:7]=[C:6]([C:8]([F:17])([C:13]([F:16])([F:15])[F:14])[C:9]([F:12])([F:11])[F:10])[CH:5]=[C:4]([Br:18])[C:3]=1[NH:19][C:20](=[O:32])[C:21]1[CH:26]=[CH:25][CH:24]=[C:23]([N+:27]([O-:29])=[O:28])[C:22]=1[O:30][CH3:31].[H-].[Na+].I[CH3:36]. (3) Given the product [ClH:21].[NH2:8][C@@H:9]([CH2:39][C:40]1[CH:41]=[CH:42][C:43]([O:46][S:47]([CH3:50])(=[O:48])=[O:49])=[CH:44][CH:45]=1)[C:10]([O:12][C@H:13]([C:24]1[CH:29]=[CH:28][C:27]([O:30][CH:31]([F:33])[F:32])=[C:26]([O:34][CH2:35][CH:36]2[CH2:38][CH2:37]2)[CH:25]=1)[CH2:14][C:15]1[C:16]([Cl:23])=[CH:17][N+:18]([O-:22])=[CH:19][C:20]=1[Cl:21])=[O:11], predict the reactants needed to synthesize it. The reactants are: C(OC([NH:8][C@@H:9]([CH2:39][C:40]1[CH:45]=[CH:44][C:43]([O:46][S:47]([CH3:50])(=[O:49])=[O:48])=[CH:42][CH:41]=1)[C:10]([O:12][C@H:13]([C:24]1[CH:29]=[CH:28][C:27]([O:30][CH:31]([F:33])[F:32])=[C:26]([O:34][CH2:35][CH:36]2[CH2:38][CH2:37]2)[CH:25]=1)[CH2:14][C:15]1[C:20]([Cl:21])=[CH:19][N+:18]([O-:22])=[CH:17][C:16]=1[Cl:23])=[O:11])=O)(C)(C)C.Cl. (4) Given the product [F:11][C:8]([F:9])([F:10])[C:6]1[CH:5]=[CH:4][C:3]2[S:12][C:25]([CH2:26][CH:20]([C:17]3[CH:16]=[CH:15][C:14]([Cl:13])=[CH:19][CH:18]=3)[CH2:21][C:22]([OH:24])=[O:23])=[N:1][C:2]=2[CH:7]=1, predict the reactants needed to synthesize it. The reactants are: [NH2:1][C:2]1[CH:7]=[C:6]([C:8]([F:11])([F:10])[F:9])[CH:5]=[CH:4][C:3]=1[SH:12].[Cl:13][C:14]1[CH:19]=[CH:18][C:17]([CH:20]2[CH2:26][C:25](=O)[O:24][C:22](=[O:23])[CH2:21]2)=[CH:16][CH:15]=1. (5) Given the product [Br:1][C:2]1[CH:7]=[CH:6][C:5]([OH:8])=[C:4]([C:9]2[N:13]=[CH:12][N:11]([C:15]3[C:20]([C:21]([F:24])([F:23])[F:22])=[CH:19][CH:18]=[CH:17][N:16]=3)[N:10]=2)[CH:3]=1, predict the reactants needed to synthesize it. The reactants are: [Br:1][C:2]1[CH:7]=[CH:6][C:5]([OH:8])=[C:4]([C:9]2[N:13]=[CH:12][NH:11][N:10]=2)[CH:3]=1.Cl[C:15]1[C:20]([C:21]([F:24])([F:23])[F:22])=[CH:19][CH:18]=[CH:17][N:16]=1. (6) Given the product [Cl:9][C:10]1[N:11]=[C:12]([C:16]([F:17])([F:18])[F:19])[C:13]([I:20])=[CH:14][CH:15]=1, predict the reactants needed to synthesize it. The reactants are: [Li+].CC([N-]C(C)C)C.[Cl:9][C:10]1[CH:15]=[CH:14][CH:13]=[C:12]([C:16]([F:19])([F:18])[F:17])[N:11]=1.[I:20]I. (7) Given the product [NH:17]1[C:12]2[C:6](=[CH:5][CH:4]=[CH:9][CH:13]=2)[CH:7]=[N:10]1, predict the reactants needed to synthesize it. The reactants are: [N+]([C:4]1[CH:5]=[C:6]2[C:12]([C:13](O)=O)=C[NH:10][C:7]2=N[CH:9]=1)([O-])=O.C[N:17](C(ON1N=NC2C=CC=CC1=2)=[N+](C)C)C.[B-](F)(F)(F)F.CCN(C(C)C)C(C)C.N1C2C(=CC=CN=2)C=C1. (8) Given the product [F:9][C:8]1[CH:7]=[C:6]([C:10]2[CH:11]=[N:12][N:13]([C:16]3[CH:24]=[CH:23][C:19]([C:20]([N:34]4[CH2:33][C:30]5([CH2:32][CH2:31]5)[N:29]([CH3:28])[CH2:36][CH2:35]4)=[O:22])=[CH:18][N:17]=3)[C:14]=2[OH:15])[C:5]([CH3:25])=[CH:4][C:3]=1[C:1]#[N:2], predict the reactants needed to synthesize it. The reactants are: [C:1]([C:3]1[C:8]([F:9])=[CH:7][C:6]([C:10]2[CH:11]=[N:12][N:13]([C:16]3[CH:24]=[CH:23][C:19]([C:20]([OH:22])=O)=[CH:18][N:17]=3)[C:14]=2[OH:15])=[C:5]([CH3:25])[CH:4]=1)#[N:2].Cl.Cl.[CH3:28][N:29]1[CH2:36][CH2:35][NH:34][CH2:33][C:30]21[CH2:32][CH2:31]2.